From a dataset of Full USPTO retrosynthesis dataset with 1.9M reactions from patents (1976-2016). Predict the reactants needed to synthesize the given product. The reactants are: [Br:1][C:2]1[C:3]2[N:4]([C:8](I)=[C:9]([CH:11]3[CH2:13][CH2:12]3)[N:10]=2)[CH:5]=[CH:6][CH:7]=1.[F:15][C:16]1[CH:17]=[CH:18][C:19]2=[C:20]([CH:36]=1)[O:21][CH2:22][C:23]1[CH:33]=[C:32]([CH:34]=[O:35])[CH:31]=[CH:30][C:24]=1/[C:25]/2=[C:26](/[CH3:29])\[C:27]#[N:28]. Given the product [Br:1][C:2]1[C:3]2[N:4]([C:8]([CH:34]([OH:35])[C:32]3[CH:31]=[CH:30][C:24]4/[C:25](=[C:26](/[CH3:29])\[C:27]#[N:28])/[C:19]5[CH:18]=[CH:17][C:16]([F:15])=[CH:36][C:20]=5[O:21][CH2:22][C:23]=4[CH:33]=3)=[C:9]([CH:11]3[CH2:13][CH2:12]3)[N:10]=2)[CH:5]=[CH:6][CH:7]=1, predict the reactants needed to synthesize it.